Dataset: Reaction yield outcomes from USPTO patents with 853,638 reactions. Task: Predict the reaction yield, written as a fraction of the theoretical maximum amount of product (1.0 means a 100% yield; for example, 0.34 means a 34% yield). (1) The reactants are Cl[C:2]1[N:11]=[C:10]([Cl:12])[C:9]2[C:4](=[CH:5][CH:6]=[CH:7][CH:8]=2)[N:3]=1.[CH3:13][N:14]1[CH2:19][CH2:18][N:17](C)[CH2:16][CH2:15]1.C([O-])(O)=O.[Na+].O. The catalyst is O1CCOCC1. The product is [Cl:12][C:10]1[C:9]2[C:4](=[CH:5][CH:6]=[CH:7][CH:8]=2)[N:3]=[C:2]([N:17]2[CH2:18][CH2:19][N:14]([CH3:13])[CH2:15][CH2:16]2)[N:11]=1. The yield is 0.520. (2) The reactants are P(Cl)(Cl)(Cl)=O.[CH2:6]([O:9][C:10]1[C:11]([C:24](=O)[CH3:25])=[CH:12][C:13]2[C:14]([CH3:23])([CH3:22])[CH2:15][CH2:16][C:17]([CH3:21])([CH3:20])[C:18]=2[CH:19]=1)[CH2:7][CH3:8].C(=O)([O-])O.[Na+].OC(C1C=C2C(=CC=1OCCC)C(C)(C)CCC2(C)C)=CCl.[OH-].[Na+]. The catalyst is O1CCOCC1.O.[Cl-].[Na+].O.CN(C)C=O. The product is [C:24]([C:11]1[CH:12]=[C:13]2[C:18](=[CH:19][C:10]=1[O:9][CH2:6][CH2:7][CH3:8])[C:17]([CH3:21])([CH3:20])[CH2:16][CH2:15][C:14]2([CH3:22])[CH3:23])#[CH:25]. The yield is 0.390. (3) The reactants are Br[C:2]1[S:3][CH:4]=[CH:5][C:6]=1[C:7]1([OH:19])[CH2:11][CH2:10][N:9]([C:12]([O:14][C:15]([CH3:18])([CH3:17])[CH3:16])=[O:13])[CH2:8]1.[OH:20][C:21]1[CH:26]=[CH:25][CH:24]=[CH:23][C:22]=1B(O)O.C([O-])([O-])=O.[Na+].[Na+]. The catalyst is O1CCOCC1.O.CC([O-])=O.CC([O-])=O.[Pd+2].C1C=CC(P(C2C=CC=CC=2)C2C=CC=CC=2)=CC=1. The product is [OH:19][C:7]1([C:6]2[CH:5]=[CH:4][S:3][C:2]=2[C:22]2[CH:23]=[CH:24][CH:25]=[CH:26][C:21]=2[OH:20])[CH2:11][CH2:10][N:9]([C:12]([O:14][C:15]([CH3:18])([CH3:17])[CH3:16])=[O:13])[CH2:8]1. The yield is 0.880. (4) The reactants are [CH3:1][O:2][C:3]1[CH:21]=[C:20](/[CH:22]=[C:23]2/[C:24](=S)[NH:25][C:26](=[O:28])[S:27]/2)[CH:19]=[CH:18][C:4]=1[O:5][C:6]1[CH:13]=[CH:12][C:9]([C:10]#[N:11])=[CH:8][C:7]=1[C:14]([F:17])([F:16])[F:15].[CH3:30][NH2:31].O1CCCC1.CO. The catalyst is O1CCCC1. The product is [CH3:1][O:2][C:3]1[CH:21]=[C:20](/[CH:22]=[C:23]2/[C:24]([NH:31][CH3:30])=[N:25][C:26](=[O:28])[S:27]/2)[CH:19]=[CH:18][C:4]=1[O:5][C:6]1[CH:13]=[CH:12][C:9]([C:10]#[N:11])=[CH:8][C:7]=1[C:14]([F:15])([F:16])[F:17]. The yield is 0.144.